Dataset: Forward reaction prediction with 1.9M reactions from USPTO patents (1976-2016). Task: Predict the product of the given reaction. (1) Given the reactants [I:1][C:2]1[CH:7]=[CH:6][C:5]([OH:8])=[CH:4][CH:3]=1.C([O-])([O-])=O.[K+].[K+].Br[CH2:16][C:17]#[N:18], predict the reaction product. The product is: [I:1][C:2]1[CH:7]=[CH:6][C:5]([O:8][CH2:16][C:17]#[N:18])=[CH:4][CH:3]=1. (2) The product is: [C:1]([O:5][C:6](=[O:20])[NH:7][CH2:8][C:9]1[CH:14]=[C:13]([NH2:15])[CH:12]=[CH:11][C:10]=1[C:18]#[N:19])([CH3:4])([CH3:2])[CH3:3]. Given the reactants [C:1]([O:5][C:6](=[O:20])[NH:7][CH2:8][C:9]1[CH:14]=[C:13]([N+:15]([O-])=O)[CH:12]=[CH:11][C:10]=1[C:18]#[N:19])([CH3:4])([CH3:3])[CH3:2].C(O)C.[Cl-].[NH4+], predict the reaction product. (3) The product is: [CH3:1][S:2]([C:5]1[CH:12]=[CH:11][C:8]([CH2:9][CH:19]2[C:24](=[O:25])[O:23][C:22]([CH3:27])([CH3:26])[O:21][C:20]2=[O:28])=[CH:7][CH:6]=1)(=[O:4])=[O:3]. Given the reactants [CH3:1][S:2]([C:5]1[CH:12]=[CH:11][C:8]([CH:9]=O)=[CH:7][CH:6]=1)(=[O:4])=[O:3].ClC1C=CC(C[CH:19]2[C:24](=[O:25])[O:23][C:22]([CH3:27])([CH3:26])[O:21][C:20]2=[O:28])=CC=1.BrC1C=C2C(=CC=1)N=C(Cl)C(CC1C=CC(Cl)=CC=1)=C2Cl, predict the reaction product. (4) Given the reactants Br[C:2]1[CH:15]=[CH:14][C:5]([CH2:6][CH2:7][N:8]2[CH2:13][CH2:12][O:11][CH2:10][CH2:9]2)=[CH:4][CH:3]=1.[CH3:16][C:17]1([CH3:26])[C:21]([CH3:23])([CH3:22])[O:20][B:19]([CH:24]=[CH2:25])[O:18]1.CCN(CC)CC, predict the reaction product. The product is: [CH3:22][C:21]1([CH3:23])[C:17]([CH3:26])([CH3:16])[O:18][B:19](/[CH:24]=[CH:25]/[C:2]2[CH:15]=[CH:14][C:5]([CH2:6][CH2:7][N:8]3[CH2:13][CH2:12][O:11][CH2:10][CH2:9]3)=[CH:4][CH:3]=2)[O:20]1.